Task: Predict the reactants needed to synthesize the given product.. Dataset: Full USPTO retrosynthesis dataset with 1.9M reactions from patents (1976-2016) (1) Given the product [F:26][C@@H:27]1[C@H:32]([O:33][CH3:34])[CH2:31][CH2:30][N:29]([C:35]2[N:40]=[C:39]([NH:41][C:2]3[N:7]=[CH:6][C:5]4[N:8]=[C:9]([C@H:17]([O:19][CH:20]5[CH2:25][CH2:24][CH2:23][CH2:22][O:21]5)[CH3:18])[N:10]([C@@H:11]([CH3:16])[C:12]([F:15])([F:14])[F:13])[C:4]=4[CH:3]=3)[CH:38]=[CH:37][N:36]=2)[CH2:28]1, predict the reactants needed to synthesize it. The reactants are: Cl[C:2]1[N:7]=[CH:6][C:5]2[N:8]=[C:9]([C@H:17]([O:19][CH:20]3[CH2:25][CH2:24][CH2:23][CH2:22][O:21]3)[CH3:18])[N:10]([C@@H:11]([CH3:16])[C:12]([F:15])([F:14])[F:13])[C:4]=2[CH:3]=1.[F:26][C@@H:27]1[C@H:32]([O:33][CH3:34])[CH2:31][CH2:30][N:29]([C:35]2[N:40]=[C:39]([NH2:41])[CH:38]=[CH:37][N:36]=2)[CH2:28]1.C1(P(C2CCCCC2)C2C=CC=CC=2C2C(C(C)C)=CC(C(C)C)=CC=2C(C)C)CCCCC1.C(=O)([O-])[O-].[Cs+].[Cs+]. (2) Given the product [CH2:45]([N:52]([S:53]([C:56]1[C:61]([CH3:62])=[CH:60][C:59]([O:63][CH3:64])=[CH:58][C:57]=1[CH3:65])(=[O:55])=[O:54])[CH2:66][CH2:67][O:68][CH2:35][C:36]([OH:38])=[O:37])[C:46]1[CH:51]=[CH:50][CH:49]=[CH:48][CH:47]=1, predict the reactants needed to synthesize it. The reactants are: C(N(CC)CC)C.C(NCCO)C1C=CC=CC=1.COC1C=C(C)C(S(Cl)(=O)=O)=C(C)C=1.Cl.Br[CH2:35][C:36]([O:38]C(C)(C)C)=[O:37].[OH-].[Na+].[CH2:45]([N:52]([CH2:66][CH2:67][OH:68])[S:53]([C:56]1[C:61]([CH3:62])=[CH:60][C:59]([O:63][CH3:64])=[CH:58][C:57]=1[CH3:65])(=[O:55])=[O:54])[C:46]1[CH:51]=[CH:50][CH:49]=[CH:48][CH:47]=1.C([O-])(=O)C. (3) Given the product [CH3:21][N:22]1[C:5]2[C:6]([N+:10]([O-:12])=[O:11])=[CH:7][CH:8]=[CH:9][C:4]=2[C:3](=[O:14])[NH:25][CH2:24][CH2:23]1, predict the reactants needed to synthesize it. The reactants are: CO[C:3](=[O:14])[C:4]1[CH:9]=[CH:8][CH:7]=[C:6]([N+:10]([O-:12])=[O:11])[C:5]=1Cl.C([O-])([O-])=O.[Na+].[Na+].[CH3:21][NH:22][CH2:23][CH2:24][NH2:25]. (4) Given the product [NH2:19][C:11]1[C:12](=[O:18])[NH:13][C:14](=[O:17])[N:15]([CH3:16])[C:10]=1[NH2:9], predict the reactants needed to synthesize it. The reactants are: [O-]S(S([O-])=O)=O.[Na+].[Na+].[NH2:9][C:10]1[N:15]([CH3:16])[C:14](=[O:17])[NH:13][C:12](=[O:18])[C:11]=1[N:19]=O. (5) Given the product [F:1][C:2]1[CH:10]=[CH:9][CH:8]=[C:7]2[C:3]=1[C:4]([C:25]([NH:63][C@H:64]1[CH2:69][CH2:68][CH2:67][CH2:66][C@@H:65]1[OH:70])=[O:27])=[CH:5][N:6]2[CH2:11][C:12]1[CH:17]=[CH:16][C:15]([C:18]2[CH:19]=[N:20][N:21]([CH3:23])[CH:22]=2)=[CH:14][C:13]=1[F:24], predict the reactants needed to synthesize it. The reactants are: [F:1][C:2]1[CH:10]=[CH:9][CH:8]=[C:7]2[C:3]=1[C:4]([C:25]([OH:27])=O)=[CH:5][N:6]2[CH2:11][C:12]1[CH:17]=[CH:16][C:15]([C:18]2[CH:19]=[N:20][N:21]([CH3:23])[CH:22]=2)=[CH:14][C:13]=1[F:24].C(N(CC)CC)C.F[P-](F)(F)(F)(F)F.N1(O[P+](N(C)C)(N(C)C)N(C)C)C2C=CC=CC=2N=N1.Cl.[NH2:63][C@H:64]1[CH2:69][CH2:68][CH2:67][CH2:66][C@@H:65]1[OH:70].